Task: Regression. Given a peptide amino acid sequence and an MHC pseudo amino acid sequence, predict their binding affinity value. This is MHC class I binding data.. Dataset: Peptide-MHC class I binding affinity with 185,985 pairs from IEDB/IMGT (1) The peptide sequence is TYSAGIVQI. The MHC is HLA-B44:02 with pseudo-sequence HLA-B44:02. The binding affinity (normalized) is 0. (2) The peptide sequence is NETPGIRYQY. The MHC is HLA-B40:02 with pseudo-sequence HLA-B40:02. The binding affinity (normalized) is 0.222. (3) The peptide sequence is EEVWRDPYL. The MHC is HLA-A02:01 with pseudo-sequence HLA-A02:01. The binding affinity (normalized) is 0.0847. (4) The peptide sequence is PDFELLLSL. The MHC is HLA-B18:01 with pseudo-sequence HLA-B18:01. The binding affinity (normalized) is 0.394. (5) The peptide sequence is RPMSASRPA. The MHC is HLA-A02:01 with pseudo-sequence HLA-A02:01. The binding affinity (normalized) is 0.0847. (6) The MHC is HLA-A01:01 with pseudo-sequence HLA-A01:01. The peptide sequence is RLRAEAQVK. The binding affinity (normalized) is 0. (7) The peptide sequence is VTAACSHAGK. The MHC is HLA-A03:01 with pseudo-sequence HLA-A03:01. The binding affinity (normalized) is 0.413.